Predict the reaction yield, written as a fraction of the theoretical maximum amount of product (1.0 means a 100% yield; for example, 0.34 means a 34% yield). From a dataset of Reaction yield outcomes from USPTO patents with 853,638 reactions. (1) The product is [Cl:15][CH2:11][C:9]1[CH:8]=[CH:7][C:6]2[O:1][CH2:2][CH2:3][O:4][C:5]=2[CH:10]=1. The yield is 0.880. No catalyst specified. The reactants are [O:1]1[C:6]2[CH:7]=[CH:8][C:9]([CH2:11]O)=[CH:10][C:5]=2[O:4][CH2:3][CH2:2]1.O=S(Cl)[Cl:15]. (2) The reactants are CS(O[CH2:6][CH2:7][CH2:8][C@@:9]1([C:24]2[CH:29]=[CH:28][C:27]([F:30])=[CH:26][CH:25]=2)[O:14][C:13](=[O:15])[N:12]([C@H:16]([CH:18]2[CH2:23][CH2:22][CH2:21][CH2:20][CH2:19]2)[CH3:17])[CH2:11][CH2:10]1)(=O)=O.[N-:31]=[N+:32]=[N-:33].[Na+]. The catalyst is CN(C=O)C. The product is [N:31]([CH2:6][CH2:7][CH2:8][C@@:9]1([C:24]2[CH:29]=[CH:28][C:27]([F:30])=[CH:26][CH:25]=2)[O:14][C:13](=[O:15])[N:12]([C@H:16]([CH:18]2[CH2:23][CH2:22][CH2:21][CH2:20][CH2:19]2)[CH3:17])[CH2:11][CH2:10]1)=[N+:32]=[N-:33]. The yield is 0.880. (3) The reactants are [NH2:1][C:2]1[C:3]([C:9]#[N:10])=[N:4][C:5]([Cl:8])=[CH:6][CH:7]=1.Cl.Cl[C:13]([NH2:15])=[NH:14].CS(C)(=O)=O.[OH-].[Na+]. The catalyst is O. The product is [NH2:15][C:13]1[N:14]=[C:9]([NH2:10])[C:3]2[N:4]=[C:5]([Cl:8])[CH:6]=[CH:7][C:2]=2[N:1]=1. The yield is 0.680.